The task is: Regression. Given two drug SMILES strings and cell line genomic features, predict the synergy score measuring deviation from expected non-interaction effect.. This data is from NCI-60 drug combinations with 297,098 pairs across 59 cell lines. (1) Drug 1: CN(C)N=NC1=C(NC=N1)C(=O)N. Drug 2: C1=NC2=C(N=C(N=C2N1C3C(C(C(O3)CO)O)F)Cl)N. Cell line: HT29. Synergy scores: CSS=32.4, Synergy_ZIP=0.0231, Synergy_Bliss=1.51, Synergy_Loewe=-24.3, Synergy_HSA=-0.159. (2) Drug 2: C1=NC(=NC(=O)N1C2C(C(C(O2)CO)O)O)N. Drug 1: C1CCC(C1)C(CC#N)N2C=C(C=N2)C3=C4C=CNC4=NC=N3. Synergy scores: CSS=1.14, Synergy_ZIP=6.01, Synergy_Bliss=7.25, Synergy_Loewe=-14.9, Synergy_HSA=-1.76. Cell line: COLO 205. (3) Cell line: HT29. Drug 2: C1=NC2=C(N=C(N=C2N1C3C(C(C(O3)CO)O)F)Cl)N. Drug 1: CN1CCC(CC1)COC2=C(C=C3C(=C2)N=CN=C3NC4=C(C=C(C=C4)Br)F)OC. Synergy scores: CSS=23.1, Synergy_ZIP=1.15, Synergy_Bliss=0.956, Synergy_Loewe=-6.85, Synergy_HSA=-1.15. (4) Drug 1: CC1C(C(CC(O1)OC2CC(CC3=C2C(=C4C(=C3O)C(=O)C5=C(C4=O)C(=CC=C5)OC)O)(C(=O)C)O)N)O.Cl. Drug 2: B(C(CC(C)C)NC(=O)C(CC1=CC=CC=C1)NC(=O)C2=NC=CN=C2)(O)O. Cell line: NCI-H460. Synergy scores: CSS=5.30, Synergy_ZIP=-11.7, Synergy_Bliss=-15.4, Synergy_Loewe=-15.8, Synergy_HSA=-14.5. (5) Drug 1: CCCS(=O)(=O)NC1=C(C(=C(C=C1)F)C(=O)C2=CNC3=C2C=C(C=N3)C4=CC=C(C=C4)Cl)F. Drug 2: C1=CC(=CC=C1CCC2=CNC3=C2C(=O)NC(=N3)N)C(=O)NC(CCC(=O)O)C(=O)O. Cell line: SR. Synergy scores: CSS=27.2, Synergy_ZIP=-5.92, Synergy_Bliss=-9.95, Synergy_Loewe=-21.0, Synergy_HSA=-7.79. (6) Drug 1: C1CN1P(=S)(N2CC2)N3CC3. Drug 2: CC1C(C(CC(O1)OC2CC(CC3=C2C(=C4C(=C3O)C(=O)C5=C(C4=O)C(=CC=C5)OC)O)(C(=O)CO)O)N)O.Cl. Cell line: SK-MEL-28. Synergy scores: CSS=32.1, Synergy_ZIP=-2.98, Synergy_Bliss=-0.868, Synergy_Loewe=-5.48, Synergy_HSA=0.203.